Dataset: Retrosynthesis with 50K atom-mapped reactions and 10 reaction types from USPTO. Task: Predict the reactants needed to synthesize the given product. (1) Given the product CCCCOCCOc1ccc(-c2ccc(N3CCCCCC3)c(/C=C(\CC)C(=O)Nc3ccc([S@@](=O)Cc4cncn4CCC)cc3)c2)cc1, predict the reactants needed to synthesize it. The reactants are: CCCCOCCOc1ccc(-c2ccc(N3CCCCCC3)c(/C=C(\CC)C(=O)O)c2)cc1.CCCn1cncc1C[S@](=O)c1ccc(N)cc1. (2) Given the product N#CCc1nc2c(s1)-c1ccccc1Sc1cc(Cl)ccc1-2, predict the reactants needed to synthesize it. The reactants are: N#CCC(N)=S.O=C1c2ccc(Cl)cc2Sc2ccccc2C1Br.